From a dataset of Acute oral toxicity (LD50) regression data from Zhu et al.. Regression/Classification. Given a drug SMILES string, predict its toxicity properties. Task type varies by dataset: regression for continuous values (e.g., LD50, hERG inhibition percentage) or binary classification for toxic/non-toxic outcomes (e.g., AMES mutagenicity, cardiotoxicity, hepatotoxicity). Dataset: ld50_zhu. (1) The drug is CN(C(=O)CN(CCO)CC(=O)N(C)C(C)(C)Cc1ccccc1)C(C)(C)Cc1ccccc1. The rat oral LD50 is 2.87, given as -log10 of the dose in mol/kg body weight (higher means more acutely toxic). (2) The molecule is CCOC(C1=NCC(C)(C)CN1)c1ccccc1Cl. The rat oral LD50 is 2.96, given as -log10 of the dose in mol/kg body weight (higher means more acutely toxic). (3) The drug is Cc1nn(C)c(Oc2ccccc2)c1C=NOCc1ccc(C(=O)OC(C)(C)C)cc1. The rat oral LD50 is 3.24, given as -log10 of the dose in mol/kg body weight (higher means more acutely toxic). (4) The molecule is Nc1ccc(C=Cc2ccc([N+](=O)[O-])cc2S(=O)(=O)O)c(S(=O)(=O)O)c1. The rat oral LD50 is 1.45, given as -log10 of the dose in mol/kg body weight (higher means more acutely toxic). (5) The compound is O=NN(CCCC(F)(F)F)CCCC(F)(F)F. The rat oral LD50 is 2.55, given as -log10 of the dose in mol/kg body weight (higher means more acutely toxic). (6) The molecule is COC(=O)C(O)=C(O)C(=O)OC. The rat oral LD50 is 1.34, given as -log10 of the dose in mol/kg body weight (higher means more acutely toxic). (7) The compound is N#Cc1cccnc1. The rat oral LD50 is 1.94, given as -log10 of the dose in mol/kg body weight (higher means more acutely toxic).